This data is from Forward reaction prediction with 1.9M reactions from USPTO patents (1976-2016). The task is: Predict the product of the given reaction. (1) Given the reactants C(O[C:6](=O)[N:7]([CH2:20][C:21]1[CH:26]=[CH:25][CH:24]=[CH:23][CH:22]=1)[CH2:8][C:9]1[CH:14]=[CH:13][C:12]([N+:15]([O-])=O)=[C:11]([O:18][CH3:19])[CH:10]=1)(C)(C)C.[NH2:28][C:29]1C=CC=CC=1.C[C:36]1[N:37]=[CH:38][C:39]([C:42](O)=O)=[N:40][CH:41]=1.C(N(CC)CC)C.C1(P(N=[N+]=[N-])(C2C=CC=CC=2)=[O:59])C=CC=CC=1, predict the reaction product. The product is: [CH2:20]([N:7]([CH2:8][C:9]1[CH:14]=[CH:13][C:12]([NH:15][C:29]([NH:28][C:36]2[CH:41]=[N:40][C:39]([CH3:42])=[CH:38][N:37]=2)=[O:59])=[C:11]([O:18][CH3:19])[CH:10]=1)[CH3:6])[C:21]1[CH:22]=[CH:23][CH:24]=[CH:25][CH:26]=1. (2) Given the reactants [Si:1]([O:8][CH2:9][C:10]1[CH:11]=[C:12]([CH2:25][CH2:26][C:27]2[CH:28]=[C:29](/[C:33](/[CH2:37][CH3:38])=[CH:34]/[CH2:35][OH:36])[CH:30]=[CH:31][CH:32]=2)[CH:13]=[CH:14][C:15]=1[CH2:16][O:17][Si:18]([C:21]([CH3:24])([CH3:23])[CH3:22])([CH3:20])[CH3:19])([C:4]([CH3:7])([CH3:6])[CH3:5])([CH3:3])[CH3:2], predict the reaction product. The product is: [Si:1]([O:8][CH2:9][C:10]1[CH:11]=[C:12]([CH2:25][CH2:26][C:27]2[CH:28]=[C:29](/[C:33](/[CH2:37][CH3:38])=[CH:34]/[CH:35]=[O:36])[CH:30]=[CH:31][CH:32]=2)[CH:13]=[CH:14][C:15]=1[CH2:16][O:17][Si:18]([C:21]([CH3:23])([CH3:24])[CH3:22])([CH3:20])[CH3:19])([C:4]([CH3:7])([CH3:6])[CH3:5])([CH3:3])[CH3:2]. (3) Given the reactants [NH:1]1[C:9]2[C:4](=[CH:5][CH:6]=[CH:7][CH:8]=2)[C:3]([CH2:10][CH2:11][CH2:12][CH2:13][C:14]([OH:16])=[O:15])=[CH:2]1.C(=O)([O-])[O-].[Cs+].[Cs+].Cl[CH2:24][C:25]#[N:26].[I-].[K+], predict the reaction product. The product is: [C:25]([CH2:24][O:15][C:14](=[O:16])[CH2:13][CH2:12][CH2:11][CH2:10][C:3]1[C:4]2[C:9](=[CH:8][CH:7]=[CH:6][CH:5]=2)[NH:1][CH:2]=1)#[N:26]. (4) Given the reactants [NH:1]1[CH2:6][CH2:5][CH:4]([CH2:7][OH:8])[CH2:3][CH2:2]1.C(N(CC)CC)C.[C:16](O[C:16]([O:18][C:19]([CH3:22])([CH3:21])[CH3:20])=[O:17])([O:18][C:19]([CH3:22])([CH3:21])[CH3:20])=[O:17], predict the reaction product. The product is: [OH:8][CH2:7][CH:4]1[CH2:5][CH2:6][N:1]([C:16]([O:18][C:19]([CH3:22])([CH3:21])[CH3:20])=[O:17])[CH2:2][CH2:3]1. (5) Given the reactants [CH3:1][O:2][C:3]1[CH:12]=[C:11]2[C:6]([N:7]=[CH:8][C:9](=[O:13])[NH:10]2)=[CH:5][CH:4]=1.[H-].[Na+].CS(O[CH2:21][CH2:22][CH2:23][C:24]1([C:37]([O:39][CH2:40][CH3:41])=[O:38])[CH2:29][CH2:28][N:27]([C:30]([O:32][C:33]([CH3:36])([CH3:35])[CH3:34])=[O:31])[CH2:26][CH2:25]1)(=O)=O, predict the reaction product. The product is: [CH3:1][O:2][C:3]1[CH:12]=[C:11]2[C:6]([N:7]=[CH:8][C:9](=[O:13])[N:10]2[CH2:21][CH2:22][CH2:23][C:24]2([C:37]([O:39][CH2:40][CH3:41])=[O:38])[CH2:29][CH2:28][N:27]([C:30]([O:32][C:33]([CH3:34])([CH3:35])[CH3:36])=[O:31])[CH2:26][CH2:25]2)=[CH:5][CH:4]=1. (6) The product is: [OH:1][C@@H:2]([C@H:4]1[C:25](=[O:26])[N:6]2[C:7]([C:12]([O:14][CH2:15][C:16]3[CH:21]=[CH:20][C:19]([N+:22]([O-:24])=[O:23])=[CH:18][CH:17]=3)=[O:13])=[C:8]([C:47]3[S:46][C:45]4=[C:41]([C:39]([C:35]5[CH:36]=[N:37][CH:38]=[C:33]([C:27]6[CH:28]=[CH:29][CH:30]=[CH:31][CH:32]=6)[CH:34]=5)=[O:40])[N:42]=[CH:43][N:44]4[CH:48]=3)[C@H:9]([CH3:10])[C@H:5]12)[CH3:3]. Given the reactants [OH:1][C@@H:2]([C@H:4]1[C:25](=[O:26])[N:6]2[C@@H:7]([C:12]([O:14][CH2:15][C:16]3[CH:21]=[CH:20][C:19]([N+:22]([O-:24])=[O:23])=[CH:18][CH:17]=3)=[O:13])[C:8](=O)[C@H:9]([CH3:10])[C@H:5]12)[CH3:3].[C:27]1([C:33]2[CH:34]=[C:35]([C:39]([C:41]3[N:42]=[CH:43][N:44]4[CH:48]=[C:47]([Sn](CCCC)(CCCC)CCCC)[S:46][C:45]=34)=[O:40])[CH:36]=[N:37][CH:38]=2)[CH:32]=[CH:31][CH:30]=[CH:29][CH:28]=1, predict the reaction product.